This data is from Reaction yield outcomes from USPTO patents with 853,638 reactions. The task is: Predict the reaction yield, written as a fraction of the theoretical maximum amount of product (1.0 means a 100% yield; for example, 0.34 means a 34% yield). (1) The reactants are [CH2:1]([O:8][C:9]1[CH:14]=[CH:13][C:12]([N:15]2[C:23]3[C:18](=[CH:19][C:20]([O:24][CH3:25])=[CH:21][CH:22]=3)[CH:17]=[C:16]2[CH2:26][OH:27])=[CH:11][CH:10]=1)[C:2]1[CH:7]=[CH:6][CH:5]=[CH:4][CH:3]=1.I[CH3:29]. The catalyst is C(#N)C.[Ag-]=O. The product is [CH2:1]([O:8][C:9]1[CH:14]=[CH:13][C:12]([N:15]2[C:23]3[C:18](=[CH:19][C:20]([O:24][CH3:25])=[CH:21][CH:22]=3)[CH:17]=[C:16]2[CH2:26][O:27][CH3:29])=[CH:11][CH:10]=1)[C:2]1[CH:7]=[CH:6][CH:5]=[CH:4][CH:3]=1. The yield is 0.770. (2) The reactants are [F:1][C:2]1[C:3]([C:15]([F:18])([F:17])[F:16])=[CH:4][C:5]([N+:12]([O-:14])=[O:13])=[C:6]([NH:8]C(=O)C)[CH:7]=1.C([O-])(O)=O.[Na+]. The catalyst is Cl. The product is [F:1][C:2]1[C:3]([C:15]([F:16])([F:17])[F:18])=[CH:4][C:5]([N+:12]([O-:14])=[O:13])=[C:6]([NH2:8])[CH:7]=1. The yield is 0.910. (3) The reactants are [N+:1]([O-:4])(O)=[O:2].[F:5][S:6]([F:17])([F:16])([F:15])([F:14])[C:7]1[CH:12]=[CH:11][C:10]([CH3:13])=[CH:9][CH:8]=1. The catalyst is S(=O)(=O)(O)O. The product is [N+:1]([C:9]1[CH:8]=[C:7]([S:6]([F:16])([F:14])([F:15])([F:17])[F:5])[CH:12]=[CH:11][C:10]=1[CH3:13])([O-:4])=[O:2]. The yield is 0.960. (4) The reactants are C([O:3][C:4]([C:6]1[CH:7]=[N:8][N:9]([CH:12]2[CH2:17][CH2:16][O:15][CH2:14][CH2:13]2)[C:10]=1[Cl:11])=[O:5])C.[OH-].[Li+].O. The catalyst is CO. The product is [Cl:11][C:10]1[N:9]([CH:12]2[CH2:17][CH2:16][O:15][CH2:14][CH2:13]2)[N:8]=[CH:7][C:6]=1[C:4]([OH:5])=[O:3]. The yield is 0.990.